From a dataset of NCI-60 drug combinations with 297,098 pairs across 59 cell lines. Regression. Given two drug SMILES strings and cell line genomic features, predict the synergy score measuring deviation from expected non-interaction effect. (1) Drug 1: CC1=C(C=C(C=C1)NC2=NC=CC(=N2)N(C)C3=CC4=NN(C(=C4C=C3)C)C)S(=O)(=O)N.Cl. Drug 2: C1CN1P(=S)(N2CC2)N3CC3. Cell line: LOX IMVI. Synergy scores: CSS=17.6, Synergy_ZIP=-7.93, Synergy_Bliss=-8.00, Synergy_Loewe=-11.3, Synergy_HSA=-6.01. (2) Drug 1: CCN(CC)CCCC(C)NC1=C2C=C(C=CC2=NC3=C1C=CC(=C3)Cl)OC. Drug 2: CN(C(=O)NC(C=O)C(C(C(CO)O)O)O)N=O. Cell line: SK-OV-3. Synergy scores: CSS=18.2, Synergy_ZIP=-4.62, Synergy_Bliss=1.24, Synergy_Loewe=-14.3, Synergy_HSA=0.0939. (3) Drug 1: COC1=NC(=NC2=C1N=CN2C3C(C(C(O3)CO)O)O)N. Drug 2: CC1CCC2CC(C(=CC=CC=CC(CC(C(=O)C(C(C(=CC(C(=O)CC(OC(=O)C3CCCCN3C(=O)C(=O)C1(O2)O)C(C)CC4CCC(C(C4)OC)O)C)C)O)OC)C)C)C)OC. Cell line: CAKI-1. Synergy scores: CSS=12.3, Synergy_ZIP=-3.64, Synergy_Bliss=-2.14, Synergy_Loewe=-83.9, Synergy_HSA=-9.27. (4) Drug 1: CS(=O)(=O)CCNCC1=CC=C(O1)C2=CC3=C(C=C2)N=CN=C3NC4=CC(=C(C=C4)OCC5=CC(=CC=C5)F)Cl. Drug 2: CC1=C(C(=O)C2=C(C1=O)N3CC4C(C3(C2COC(=O)N)OC)N4)N. Cell line: HCT-15. Synergy scores: CSS=46.6, Synergy_ZIP=-8.38, Synergy_Bliss=-9.30, Synergy_Loewe=-11.6, Synergy_HSA=-5.28. (5) Drug 1: CN(CCCl)CCCl.Cl. Drug 2: C1C(C(OC1N2C=NC3=C2NC=NCC3O)CO)O. Cell line: A498. Synergy scores: CSS=7.59, Synergy_ZIP=-5.02, Synergy_Bliss=-2.57, Synergy_Loewe=-7.57, Synergy_HSA=-2.66. (6) Cell line: MALME-3M. Drug 2: CC1=CC=C(C=C1)C2=CC(=NN2C3=CC=C(C=C3)S(=O)(=O)N)C(F)(F)F. Synergy scores: CSS=0.578, Synergy_ZIP=-3.24, Synergy_Bliss=-5.66, Synergy_Loewe=-15.9, Synergy_HSA=-8.31. Drug 1: C1=C(C(=O)NC(=O)N1)N(CCCl)CCCl.